This data is from NCI-60 drug combinations with 297,098 pairs across 59 cell lines. The task is: Regression. Given two drug SMILES strings and cell line genomic features, predict the synergy score measuring deviation from expected non-interaction effect. (1) Drug 1: C1=CC(=CC=C1CCC2=CNC3=C2C(=O)NC(=N3)N)C(=O)NC(CCC(=O)O)C(=O)O. Drug 2: CC1=C2C(C(=O)C3(C(CC4C(C3C(C(C2(C)C)(CC1OC(=O)C(C(C5=CC=CC=C5)NC(=O)OC(C)(C)C)O)O)OC(=O)C6=CC=CC=C6)(CO4)OC(=O)C)O)C)O. Cell line: DU-145. Synergy scores: CSS=36.5, Synergy_ZIP=-10.4, Synergy_Bliss=-6.84, Synergy_Loewe=-5.65, Synergy_HSA=-2.86. (2) Drug 1: CS(=O)(=O)C1=CC(=C(C=C1)C(=O)NC2=CC(=C(C=C2)Cl)C3=CC=CC=N3)Cl. Drug 2: C1CCC(C1)C(CC#N)N2C=C(C=N2)C3=C4C=CNC4=NC=N3. Cell line: HS 578T. Synergy scores: CSS=-7.94, Synergy_ZIP=12.2, Synergy_Bliss=7.78, Synergy_Loewe=-1.89, Synergy_HSA=-0.541. (3) Drug 1: CC12CCC3C(C1CCC2=O)CC(=C)C4=CC(=O)C=CC34C. Drug 2: CC12CCC3C(C1CCC2OP(=O)(O)O)CCC4=C3C=CC(=C4)OC(=O)N(CCCl)CCCl.[Na+]. Cell line: ACHN. Synergy scores: CSS=-3.17, Synergy_ZIP=-11.9, Synergy_Bliss=-26.8, Synergy_Loewe=-40.5, Synergy_HSA=-26.9. (4) Drug 1: C1=C(C(=O)NC(=O)N1)F. Drug 2: CCC1(CC2CC(C3=C(CCN(C2)C1)C4=CC=CC=C4N3)(C5=C(C=C6C(=C5)C78CCN9C7C(C=CC9)(C(C(C8N6C=O)(C(=O)OC)O)OC(=O)C)CC)OC)C(=O)OC)O.OS(=O)(=O)O. Cell line: EKVX. Synergy scores: CSS=32.5, Synergy_ZIP=-4.36, Synergy_Bliss=-1.90, Synergy_Loewe=-17.0, Synergy_HSA=-3.29. (5) Drug 1: CCC1=CC2CC(C3=C(CN(C2)C1)C4=CC=CC=C4N3)(C5=C(C=C6C(=C5)C78CCN9C7C(C=CC9)(C(C(C8N6C)(C(=O)OC)O)OC(=O)C)CC)OC)C(=O)OC.C(C(C(=O)O)O)(C(=O)O)O. Drug 2: C1=NC2=C(N1)C(=S)N=C(N2)N. Cell line: DU-145. Synergy scores: CSS=46.1, Synergy_ZIP=-1.50, Synergy_Bliss=-2.16, Synergy_Loewe=-0.805, Synergy_HSA=0.788. (6) Drug 1: C1=CC(=CC=C1CC(C(=O)O)N)N(CCCl)CCCl.Cl. Drug 2: CN(CCCl)CCCl.Cl. Cell line: COLO 205. Synergy scores: CSS=37.5, Synergy_ZIP=-1.78, Synergy_Bliss=2.44, Synergy_Loewe=-7.20, Synergy_HSA=0.719.